Dataset: Peptide-MHC class II binding affinity with 134,281 pairs from IEDB. Task: Regression. Given a peptide amino acid sequence and an MHC pseudo amino acid sequence, predict their binding affinity value. This is MHC class II binding data. (1) The peptide sequence is YTYTVHAAHAYTYT. The MHC is H-2-IAd with pseudo-sequence H-2-IAd. The binding affinity (normalized) is 0.687. (2) The peptide sequence is VFGYRKPLDNIKDNV. The MHC is HLA-DPA10201-DPB11401 with pseudo-sequence HLA-DPA10201-DPB11401. The binding affinity (normalized) is 0.0984. (3) The MHC is DRB4_0101 with pseudo-sequence DRB4_0103. The binding affinity (normalized) is 0.163. The peptide sequence is DEAHFTDPASIAARG. (4) The peptide sequence is TPQLTKNSGVLT. The MHC is DRB3_0301 with pseudo-sequence DRB3_0301. The binding affinity (normalized) is 0. (5) The peptide sequence is GELEIVDKIDAAFKI. The MHC is DRB4_0101 with pseudo-sequence DRB4_0103. The binding affinity (normalized) is 0.603. (6) The peptide sequence is PVQEFTVPRTKYTAT. The binding affinity (normalized) is 0.383. The MHC is DRB1_0404 with pseudo-sequence DRB1_0404.